Dataset: Catalyst prediction with 721,799 reactions and 888 catalyst types from USPTO. Task: Predict which catalyst facilitates the given reaction. (1) Reactant: [Br:1][C:2]1[CH:3]=[CH:4][CH:5]=[C:6]2[C:28]=1[C:9]1([CH2:14][CH2:13][N:12]([C:15](=[O:27])[NH:16][CH:17]3[CH:24]4[CH2:25][CH:20]5[CH2:21][CH:22]([CH2:26][CH:18]3[CH2:19]5)[CH2:23]4)[CH2:11][CH2:10]1)[CH2:8][CH:7]2[C:29]([CH3:36])([CH3:35])[C:30](OCC)=[O:31].CC(C[AlH]CC(C)C)C. Product: [Br:1][C:2]1[CH:3]=[CH:4][CH:5]=[C:6]2[C:28]=1[C:9]1([CH2:10][CH2:11][N:12]([C:15]([NH:16][CH:17]3[CH:24]4[CH2:25][CH:20]5[CH2:21][CH:22]([CH2:26][CH:18]3[CH2:19]5)[CH2:23]4)=[O:27])[CH2:13][CH2:14]1)[CH2:8][CH:7]2[C:29]([CH3:36])([CH3:35])[CH:30]=[O:31]. The catalyst class is: 11. (2) Reactant: [Cl:1][C:2]1[CH:3]=[C:4]2[C:9](=[C:10](Cl)[N:11]=1)[C:8](=[O:13])[NH:7][CH:6]=[CH:5]2.[NH2:14][NH2:15]. Product: [Cl:1][C:2]1[CH:3]=[C:4]2[C:9](=[C:10]([NH:14][NH2:15])[N:11]=1)[C:8](=[O:13])[NH:7][CH:6]=[CH:5]2. The catalyst class is: 41. (3) The catalyst class is: 2. Product: [NH2:14][CH2:13][CH2:12][CH2:11][CH2:10][CH2:9][C:8]([NH:7][C:3]1[CH:2]=[C:1]([C:23]2[CH:24]=[CH:25][CH:26]=[CH:27][CH:28]=2)[CH:6]=[CH:5][CH:4]=1)=[O:22]. Reactant: [C:1]1([C:23]2[CH:28]=[CH:27][CH:26]=[CH:25][CH:24]=2)[CH:6]=[CH:5][CH:4]=[C:3]([NH:7][C:8](=[O:22])[CH2:9][CH2:10][CH2:11][CH2:12][CH2:13][NH:14]C(=O)OC(C)(C)C)[CH:2]=1.C(O)(C(F)(F)F)=O.C([O-])(O)=O.[Na+]. (4) Reactant: O=P(Cl)(Cl)[Cl:3].CN(C=O)C.[NH2:11][C:12]1[S:13][C:14]2[C:19](O)=[N:18][C:17]([S:21][C@H:22]([C:24]3[CH:29]=[CH:28][CH:27]=[CH:26][C:25]=3[F:30])[CH3:23])=[N:16][C:15]=2[N:31]=1.O. Product: [Cl:3][C:19]1[C:14]2[S:13][C:12]([NH2:11])=[N:31][C:15]=2[N:16]=[C:17]([S:21][C@H:22]([C:24]2[CH:29]=[CH:28][CH:27]=[CH:26][C:25]=2[F:30])[CH3:23])[N:18]=1. The catalyst class is: 12. (5) Reactant: B(O)(O)[C:2]1[CH:3]=[CH:4][C:5]([CH3:8])=[CH:6][CH:7]=1.[C:11](=[O:14])([O-])[O-].[Cs+].[Cs+].[C:17](Cl)(=O)[CH2:18][CH2:19]C. Product: [CH3:8][C:5]1[CH:4]=[CH:3][C:2]([C:11](=[O:14])[CH2:17][CH2:18][CH3:19])=[CH:7][CH:6]=1. The catalyst class is: 691. (6) Reactant: [O:1]1[CH:5]=[CH:4][C:3]([C:6]2[CH:11]=[C:10]([CH3:12])[CH:9]=[C:8]([CH3:13])[C:7]=2[OH:14])=[CH:2]1. Product: [CH3:13][C:8]1[CH:9]=[C:10]([CH3:12])[CH:11]=[C:6]([CH:3]2[CH2:4][CH2:5][O:1][CH2:2]2)[C:7]=1[OH:14]. The catalyst class is: 129. (7) Reactant: [N:1]1[CH:6]=[CH:5][C:4]([CH:7]([O:9][CH:10]2[CH2:13][N:12]([C:14]([O:16][C:17]([CH3:20])([CH3:19])[CH3:18])=[O:15])[CH2:11]2)[CH3:8])=[CH:3][CH:2]=1.[CH2:21]([Br:28])[C:22]1[CH:27]=[CH:26][CH:25]=[CH:24][CH:23]=1. Product: [Br-:28].[CH2:21]([N+:1]1[CH:2]=[CH:3][C:4]([CH:7]([O:9][CH:10]2[CH2:13][N:12]([C:14]([O:16][C:17]([CH3:19])([CH3:18])[CH3:20])=[O:15])[CH2:11]2)[CH3:8])=[CH:5][CH:6]=1)[C:22]1[CH:27]=[CH:26][CH:25]=[CH:24][CH:23]=1. The catalyst class is: 10.